From a dataset of Catalyst prediction with 721,799 reactions and 888 catalyst types from USPTO. Predict which catalyst facilitates the given reaction. Reactant: [CH2:1]([NH:8][C:9]1[CH:14]=[C:13]([NH:15][C:16]2[CH:21]=[CH:20][C:19]([N:22]3[CH2:27][CH2:26][CH:25]([CH2:28][CH2:29]OS(C)(=O)=O)[CH2:24][CH2:23]3)=[CH:18][CH:17]=2)[N:12]=[CH:11][C:10]=1[CH2:35][C:36]([NH2:38])=[O:37])[C:2]1[CH:7]=[CH:6][CH:5]=[CH:4][CH:3]=1.[C-:39]#[N:40].[Na+].[I-].[Na+]. Product: [CH2:1]([NH:8][C:9]1[CH:14]=[C:13]([NH:15][C:16]2[CH:21]=[CH:20][C:19]([N:22]3[CH2:27][CH2:26][CH:25]([CH2:28][CH2:29][C:39]#[N:40])[CH2:24][CH2:23]3)=[CH:18][CH:17]=2)[N:12]=[CH:11][C:10]=1[CH2:35][C:36]([NH2:38])=[O:37])[C:2]1[CH:7]=[CH:6][CH:5]=[CH:4][CH:3]=1. The catalyst class is: 9.